This data is from Peptide-MHC class I binding affinity with 185,985 pairs from IEDB/IMGT. The task is: Regression. Given a peptide amino acid sequence and an MHC pseudo amino acid sequence, predict their binding affinity value. This is MHC class I binding data. (1) The peptide sequence is RPIVSTQLL. The MHC is HLA-A01:01 with pseudo-sequence HLA-A01:01. The binding affinity (normalized) is 0.0847. (2) The peptide sequence is TSDEIYMTF. The MHC is HLA-C05:01 with pseudo-sequence HLA-C05:01. The binding affinity (normalized) is 0.744. (3) The peptide sequence is VTTHKYAGPY. The MHC is HLA-A24:02 with pseudo-sequence HLA-A24:02. The binding affinity (normalized) is 0.